This data is from Peptide-MHC class I binding affinity with 185,985 pairs from IEDB/IMGT. The task is: Regression. Given a peptide amino acid sequence and an MHC pseudo amino acid sequence, predict their binding affinity value. This is MHC class I binding data. (1) The peptide sequence is FYIQMCTEL. The MHC is H-2-Db with pseudo-sequence H-2-Db. The binding affinity (normalized) is 0.610. (2) The peptide sequence is NAMVTLRKE. The MHC is HLA-A11:01 with pseudo-sequence HLA-A11:01. The binding affinity (normalized) is 0.0183. (3) The peptide sequence is PCRIPVIVA. The MHC is H-2-Ld with pseudo-sequence H-2-Ld. The binding affinity (normalized) is 0. (4) The peptide sequence is KLKKKSAFY. The MHC is HLA-B15:17 with pseudo-sequence HLA-B15:17. The binding affinity (normalized) is 0.0847.